This data is from Full USPTO retrosynthesis dataset with 1.9M reactions from patents (1976-2016). The task is: Predict the reactants needed to synthesize the given product. (1) The reactants are: [CH2:1]([N:8]1[CH:12]=[C:11]([C:13]2[CH:14]=[C:15]3[C:19](=[CH:20][CH:21]=2)[N:18](C(OC(C)(C)C)=O)[N:17]=[C:16]3[NH:29][C:30](=[O:33])[CH2:31]Br)[N:10]=[N:9]1)[C:2]1[CH:7]=[CH:6][CH:5]=[CH:4][CH:3]=1.C([N:37]([CH:40]([CH3:42])[CH3:41])CC)(C)C.C1(N)CC1.Cl. Given the product [CH2:1]([N:8]1[CH:12]=[C:11]([C:13]2[CH:14]=[C:15]3[C:19](=[CH:20][CH:21]=2)[NH:18][N:17]=[C:16]3[NH:29][C:30](=[O:33])[CH2:31][NH:37][CH:40]2[CH2:42][CH2:41]2)[N:10]=[N:9]1)[C:2]1[CH:7]=[CH:6][CH:5]=[CH:4][CH:3]=1, predict the reactants needed to synthesize it. (2) Given the product [CH3:15][N:14]([CH2:16][CH:17]1[CH2:26][CH2:25][C:24]2[C:19](=[CH:20][CH:21]=[C:22]([O:27][CH2:40][C:39]3[CH:42]=[CH:43][C:36]([O:35][CH2:34][C:33]4[CH:32]=[CH:31][C:30]([O:29][CH3:28])=[CH:45][CH:44]=4)=[CH:37][CH:38]=3)[CH:23]=2)[CH2:18]1)[CH3:13], predict the reactants needed to synthesize it. The reactants are: N(C(OCC)=O)=NC(OCC)=O.[CH3:13][N:14]([CH2:16][CH:17]1[CH2:26][CH2:25][C:24]2[C:19](=[CH:20][CH:21]=[C:22]([OH:27])[CH:23]=2)[CH2:18]1)[CH3:15].[CH3:28][O:29][C:30]1[CH:45]=[CH:44][C:33]([CH2:34][O:35][C:36]2[CH:43]=[CH:42][C:39]([CH2:40]O)=[CH:38][CH:37]=2)=[CH:32][CH:31]=1.C1(P(C2C=CC=CC=2)C2C=CC=CC=2)C=CC=CC=1. (3) Given the product [CH3:27][N:25]([CH3:26])[N:22]1[CH2:21][CH2:20][C:19]2([O:28][C:3](=[O:2])[CH:4]([C:5]3[C:10]([CH3:11])=[CH:9][C:8]([CH3:12])=[CH:7][C:6]=3[CH3:13])[C:17]2=[O:18])[CH2:24][CH2:23]1, predict the reactants needed to synthesize it. The reactants are: C[O:2][C:3](=O)[CH2:4][C:5]1[C:10]([CH3:11])=[CH:9][C:8]([CH3:12])=[CH:7][C:6]=1[CH3:13].CO[C:17]([C:19]1([OH:28])[CH2:24][CH2:23][N:22]([N:25]([CH3:27])[CH3:26])[CH2:21][CH2:20]1)=[O:18].CC(C)([O-])C.[K+].